From a dataset of Full USPTO retrosynthesis dataset with 1.9M reactions from patents (1976-2016). Predict the reactants needed to synthesize the given product. (1) Given the product [OH:1][C:2]1[CH:7]=[CH:6][C:5]([CH2:8][C:9]([NH:21][C@H:25]2[CH2:24][CH2:29][C@@H:28](/[CH:7]=[CH:2]/[CH2:3][CH2:4][CH3:5])[CH2:27][CH2:26]2)=[O:11])=[CH:4][C:3]=1[O:12][CH3:13], predict the reactants needed to synthesize it. The reactants are: [OH:1][C:2]1[CH:7]=[CH:6][C:5]([CH2:8][C:9]([OH:11])=O)=[CH:4][C:3]=1[O:12][CH3:13].F[P-](F)(F)(F)(F)F.[N:21]1(O[P+](N2CCCC2)(N2CCCC2)N2CCCC2)[C:25]2[CH:26]=[CH:27][CH:28]=[CH:29][C:24]=2N=N1.ClCCl. (2) Given the product [CH:32]1([NH:31][C:24]2[N:23]=[C:22]([NH:14][C:3]3[CH:4]=[CH:5][C:6]([N:8]4[CH2:13][CH2:12][S:18][CH2:10][CH2:9]4)=[CH:7][C:2]=3[CH3:1])[N:30]=[C:29]3[C:25]=2[N:26]=[CH:27][NH:28]3)[CH2:37][CH2:36][CH2:35][CH2:34][CH2:33]1, predict the reactants needed to synthesize it. The reactants are: [CH3:1][C:2]1[CH:7]=[C:6]([N:8]2[CH2:13][CH2:12]O[CH2:10][CH2:9]2)[CH:5]=[CH:4][C:3]=1[NH2:14].N1CC[S:18]CC1.Cl[C:22]1[N:30]=[C:29]2[C:25]([N:26]=[CH:27][NH:28]2)=[C:24]([NH:31][CH:32]2[CH2:37][CH2:36][CH2:35][CH2:34][CH2:33]2)[N:23]=1. (3) The reactants are: [C:1]([O:5][C:6]([NH:8][C@H:9]([C:19]([OH:21])=O)[CH2:10][C:11]1[CH:16]=[CH:15][C:14]([O:17][CH3:18])=[CH:13][CH:12]=1)=[O:7])([CH3:4])([CH3:3])[CH3:2].[CH2:22]([NH:29][CH2:30][C:31]([O:33][CH2:34][CH3:35])=[O:32])[C:23]1[CH:28]=[CH:27][CH:26]=[CH:25][CH:24]=1.Cl.C(N=C=NCCCN(C)C)C.ON1C2C=CC=CC=2N=N1. Given the product [C:1]([O:5][C:6]([NH:8][C@H:9]([C:19]([N:29]([CH2:22][C:23]1[CH:24]=[CH:25][CH:26]=[CH:27][CH:28]=1)[CH2:30][C:31]([O:33][CH2:34][CH3:35])=[O:32])=[O:21])[CH2:10][C:11]1[CH:12]=[CH:13][C:14]([O:17][CH3:18])=[CH:15][CH:16]=1)=[O:7])([CH3:2])([CH3:3])[CH3:4], predict the reactants needed to synthesize it. (4) Given the product [CH:26]1[C:27]2[C:32](=[CH:31][CH:30]=[CH:29][CH:28]=2)[CH:33]=[CH:34][C:25]=1[C:22]1[CH:21]=[CH:20][C:13]([C:14]2[C:5]3[C:1]([CH:2]=[C:3]4[C:1]=2[CH:2]=[CH:13][CH:5]=[CH:4]4)=[CH:14][CH:13]=[CH:3][CH:4]=3)=[CH:24][CH:23]=1, predict the reactants needed to synthesize it. The reactants are: [CH:1]1[C:14]2[C:5](=[CH:13][C:14]3[C:5]([C:13]=2B(O)O)=[CH:4][CH:3]=[CH:2][CH:1]=3)[CH:4]=[CH:3][CH:2]=1.BrC1[CH:24]=[CH:23][C:22]([C:25]2[CH:34]=[CH:33][C:32]3[C:27](=[CH:28][CH:29]=[CH:30][CH:31]=3)[CH:26]=2)=[CH:21][CH:20]=1.C(=O)([O-])[O-].[Na+].[Na+].